Regression. Given a peptide amino acid sequence and an MHC pseudo amino acid sequence, predict their binding affinity value. This is MHC class II binding data. From a dataset of Peptide-MHC class II binding affinity with 134,281 pairs from IEDB. (1) The peptide sequence is PLVWHLERAETAATA. The MHC is DRB1_1302 with pseudo-sequence DRB1_1302. The binding affinity (normalized) is 0.385. (2) The peptide sequence is SVTIKLDGNLLSSND. The MHC is HLA-DQA10101-DQB10501 with pseudo-sequence HLA-DQA10101-DQB10501. The binding affinity (normalized) is 0.0589.